From a dataset of NCI-60 drug combinations with 297,098 pairs across 59 cell lines. Regression. Given two drug SMILES strings and cell line genomic features, predict the synergy score measuring deviation from expected non-interaction effect. (1) Drug 2: CC(C)NC(=O)C1=CC=C(C=C1)CNNC.Cl. Cell line: DU-145. Synergy scores: CSS=-6.31, Synergy_ZIP=2.83, Synergy_Bliss=0.947, Synergy_Loewe=-2.86, Synergy_HSA=-4.04. Drug 1: CC1=CC2C(CCC3(C2CCC3(C(=O)C)OC(=O)C)C)C4(C1=CC(=O)CC4)C. (2) Drug 1: CN(C)C1=NC(=NC(=N1)N(C)C)N(C)C. Synergy scores: CSS=7.32, Synergy_ZIP=-1.05, Synergy_Bliss=3.00, Synergy_Loewe=0.808, Synergy_HSA=2.51. Cell line: SF-268. Drug 2: CC1=C(C(=CC=C1)Cl)NC(=O)C2=CN=C(S2)NC3=CC(=NC(=N3)C)N4CCN(CC4)CCO. (3) Drug 1: C1CC(=O)NC(=O)C1N2CC3=C(C2=O)C=CC=C3N. Drug 2: CC1C(C(CC(O1)OC2CC(CC3=C2C(=C4C(=C3O)C(=O)C5=CC=CC=C5C4=O)O)(C(=O)C)O)N)O. Cell line: SR. Synergy scores: CSS=39.5, Synergy_ZIP=2.09, Synergy_Bliss=1.88, Synergy_Loewe=0.546, Synergy_HSA=3.89. (4) Drug 1: C1C(C(OC1N2C=NC3=C(N=C(N=C32)Cl)N)CO)O. Drug 2: C(CN)CNCCSP(=O)(O)O. Cell line: PC-3. Synergy scores: CSS=33.7, Synergy_ZIP=-2.50, Synergy_Bliss=-0.165, Synergy_Loewe=-34.5, Synergy_HSA=1.13. (5) Drug 1: COC1=C(C=C2C(=C1)N=CN=C2NC3=CC(=C(C=C3)F)Cl)OCCCN4CCOCC4. Drug 2: C1=C(C(=O)NC(=O)N1)F. Cell line: HOP-62. Synergy scores: CSS=38.9, Synergy_ZIP=-4.13, Synergy_Bliss=-3.21, Synergy_Loewe=1.01, Synergy_HSA=1.91. (6) Drug 1: C1CN(CCN1C(=O)CCBr)C(=O)CCBr. Synergy scores: CSS=51.7, Synergy_ZIP=-2.98, Synergy_Bliss=-5.35, Synergy_Loewe=-12.0, Synergy_HSA=-4.59. Cell line: DU-145. Drug 2: C1CC(=O)NC(=O)C1N2C(=O)C3=CC=CC=C3C2=O.